From a dataset of Forward reaction prediction with 1.9M reactions from USPTO patents (1976-2016). Predict the product of the given reaction. (1) Given the reactants [CH3:1][C:2]1[CH:7]=[CH:6][C:5]([S:8](OCCCNC2C(=O)N(C(C)(C)C)S(=O)(=O)C=2C2C=CC=CC=2)(=[O:10])=[O:9])=[CH:4][CH:3]=1.[C:34]([N:38]1[C:42](=[O:43])[C:41]([NH:44][CH2:45][CH2:46][OH:47])=[C:40]([C:48]2[CH:53]=[CH:52][CH:51]=[CH:50][CH:49]=2)[S:39]1(=[O:55])=[O:54])([CH3:37])([CH3:36])[CH3:35].CC1C=CC(S(Cl)(=O)=O)=CC=1, predict the reaction product. The product is: [CH3:1][C:2]1[CH:7]=[CH:6][C:5]([S:8]([O:47][CH2:46][CH2:45][NH:44][C:41]2[C:42](=[O:43])[N:38]([C:34]([CH3:37])([CH3:35])[CH3:36])[S:39](=[O:54])(=[O:55])[C:40]=2[C:48]2[CH:53]=[CH:52][CH:51]=[CH:50][CH:49]=2)(=[O:10])=[O:9])=[CH:4][CH:3]=1. (2) Given the reactants [CH3:1][C:2]1[C:7]([CH2:8][C:9]([O:11][CH3:12])=[O:10])=[C:6]([C:13]2[CH:18]=[CH:17][C:16]([CH3:19])=[CH:15][CH:14]=2)[N:5]=[C:4]([N:20]2[CH2:25][CH2:24][CH2:23][CH2:22][CH2:21]2)[N:3]=1.[Li+].C[Si]([N-][Si](C)(C)C)(C)C.C1[CH2:40][O:39][CH2:38][CH2:37]1.COCCBr, predict the reaction product. The product is: [CH3:40][O:39][CH2:38][CH2:37][CH:8]([C:7]1[C:2]([CH3:1])=[N:3][C:4]([N:20]2[CH2:21][CH2:22][CH2:23][CH2:24][CH2:25]2)=[N:5][C:6]=1[C:13]1[CH:18]=[CH:17][C:16]([CH3:19])=[CH:15][CH:14]=1)[C:9]([O:11][CH3:12])=[O:10]. (3) Given the reactants [NH2:1][C:2]1[C:7]([N+:8]([O-:10])=[O:9])=[CH:6][CH:5]=[CH:4][C:3]=1[OH:11].Br[CH2:13][CH2:14]Br.[OH-].[K+].O, predict the reaction product. The product is: [N+:8]([C:7]1[C:2]2[NH:1][CH2:14][CH2:13][O:11][C:3]=2[CH:4]=[CH:5][CH:6]=1)([O-:10])=[O:9]. (4) Given the reactants [OH-].[Na+].CO.[NH:5]1[C:9]([C:10]2[CH:11]=[C:12]([C:22]([O:24]C)=[O:23])[CH:13]=[C:14]([C:16]3[CH:21]=[CH:20][CH:19]=[CH:18][CH:17]=3)[CH:15]=2)=[N:8][N:7]=[N:6]1.Cl, predict the reaction product. The product is: [NH:8]1[C:9]([C:10]2[CH:11]=[C:12]([C:22]([OH:24])=[O:23])[CH:13]=[C:14]([C:16]3[CH:21]=[CH:20][CH:19]=[CH:18][CH:17]=3)[CH:15]=2)=[N:5][N:6]=[N:7]1. (5) Given the reactants [C:1]([O:5][C:6](=[O:26])[NH:7][CH2:8][CH2:9][CH2:10][CH2:11][C@H:12]([NH:15][C:16]([O:18][CH2:19][C:20]1[CH:25]=[CH:24][CH:23]=[CH:22][CH:21]=1)=[O:17])[CH2:13][OH:14])([CH3:4])([CH3:3])[CH3:2].CC(OI1(OC(C)=O)(OC(C)=O)OC(=O)C2C=CC=CC1=2)=O.C([O-])(O)=O.[Na+].[O-]S([O-])(=S)=O.[Na+].[Na+], predict the reaction product. The product is: [C:1]([O:5][C:6](=[O:26])[NH:7][CH2:8][CH2:9][CH2:10][CH2:11][C@H:12]([NH:15][C:16]([O:18][CH2:19][C:20]1[CH:25]=[CH:24][CH:23]=[CH:22][CH:21]=1)=[O:17])[CH:13]=[O:14])([CH3:4])([CH3:2])[CH3:3]. (6) Given the reactants [O:1]=[C:2]1[NH:7][C:6]([C:8]2[O:9][C:10]3[C:16]([C:17]([NH:19][CH2:20][CH2:21][CH:22]4[CH2:27][CH2:26][N:25](C(OC(C)(C)C)=O)[CH2:24][CH2:23]4)=[O:18])=[CH:15][CH:14]=[CH:13][C:11]=3[CH:12]=2)=[N:5][C:4]2[CH:35]=[N:36][CH:37]=[CH:38][C:3]1=2, predict the reaction product. The product is: [O:1]=[C:2]1[NH:7][C:6]([C:8]2[O:9][C:10]3[C:16]([C:17]([NH:19][CH2:20][CH2:21][CH:22]4[CH2:23][CH2:24][NH:25][CH2:26][CH2:27]4)=[O:18])=[CH:15][CH:14]=[CH:13][C:11]=3[CH:12]=2)=[N:5][C:4]2[CH:35]=[N:36][CH:37]=[CH:38][C:3]1=2.